This data is from Catalyst prediction with 721,799 reactions and 888 catalyst types from USPTO. The task is: Predict which catalyst facilitates the given reaction. (1) Reactant: O1CCCC1.[OH:6][CH2:7][CH2:8][CH2:9][C:10]1([C:23]([O:25][CH2:26][CH3:27])=[O:24])[CH2:15][CH2:14][N:13]([C:16]([O:18][C:19]([CH3:22])([CH3:21])[CH3:20])=[O:17])[CH2:12][CH2:11]1.C(N(CC)CC)C.[CH3:35][S:36](Cl)(=[O:38])=[O:37]. Product: [CH3:35][S:36]([O:6][CH2:7][CH2:8][CH2:9][C:10]1([C:23]([O:25][CH2:26][CH3:27])=[O:24])[CH2:15][CH2:14][N:13]([C:16]([O:18][C:19]([CH3:22])([CH3:21])[CH3:20])=[O:17])[CH2:12][CH2:11]1)(=[O:38])=[O:37]. The catalyst class is: 69. (2) Reactant: [CH2:1]([C:9]1[CH:14]=[CH:13][C:12]([OH:15])=[CH:11][CH:10]=1)[CH2:2][CH2:3][CH2:4][CH2:5][CH2:6][CH2:7][CH3:8].[I:16]I. Product: [I:16][C:13]1[CH:14]=[C:9]([CH2:1][CH2:2][CH2:3][CH2:4][CH2:5][CH2:6][CH2:7][CH3:8])[CH:10]=[CH:11][C:12]=1[OH:15]. The catalyst class is: 2. (3) Reactant: [CH3:1][C:2]1[CH:7]=[CH:6][CH:5]=[CH:4][C:3]=1[NH:8][C:9]1[S:10][C:11]2[CH:17]=[C:16]([CH2:18][C:19]([O:21]CC)=[O:20])[CH:15]=[CH:14][C:12]=2[N:13]=1.[OH-].[Na+]. Product: [CH3:1][C:2]1[CH:7]=[CH:6][CH:5]=[CH:4][C:3]=1[NH:8][C:9]1[S:10][C:11]2[CH:17]=[C:16]([CH2:18][C:19]([OH:21])=[O:20])[CH:15]=[CH:14][C:12]=2[N:13]=1. The catalyst class is: 36.